This data is from Full USPTO retrosynthesis dataset with 1.9M reactions from patents (1976-2016). The task is: Predict the reactants needed to synthesize the given product. (1) Given the product [CH3:6][CH2:7][C@@H:8]([C:10]([O:12][C@@H:13]1[C@@H:18]2[C@@H:19]([CH2:24][CH2:25][C@@H:26]([OH:34])[CH2:27][C@@H:28]([OH:33])[CH2:29][C:30]([OH:32])=[O:31])[C@@H:20]([CH3:23])[CH:21]=[CH:22][C:17]2=[CH:16][C@@H:15]([OH:35])[CH2:14]1)=[O:11])[CH3:9], predict the reactants needed to synthesize it. The reactants are: [OH-].[Na+].C(#N)C.[CH3:6][CH2:7][C@@H:8]([C:10]([O:12][C@@H:13]1[C@@H:18]2[C@@H:19]([CH2:24][CH2:25][C@@H:26]([OH:34])[CH2:27][C@@H:28]([OH:33])[CH2:29][C:30]([O-:32])=[O:31])[C@@H:20]([CH3:23])[CH:21]=[CH:22][C:17]2=[CH:16][C@@H:15]([OH:35])[CH2:14]1)=[O:11])[CH3:9].[Na+]. (2) Given the product [Cl:1][C:2]1[CH:3]=[C:4]([N:12]([CH3:22])[C:13](=[O:19])[O:14][C:15]([CH3:16])([CH3:18])[CH3:17])[C:5]2[N:6]([C:8]([CH3:11])=[N:9][N:10]=2)[N:7]=1, predict the reactants needed to synthesize it. The reactants are: [Cl:1][C:2]1[CH:3]=[C:4]([NH:12][C:13](=[O:19])[O:14][C:15]([CH3:18])([CH3:17])[CH3:16])[C:5]2[N:6]([C:8]([CH3:11])=[N:9][N:10]=2)[N:7]=1.[H-].[Na+].[CH3:22]N(C=O)C.